From a dataset of Full USPTO retrosynthesis dataset with 1.9M reactions from patents (1976-2016). Predict the reactants needed to synthesize the given product. (1) The reactants are: [NH:1]1[C:9]2[C:4](=[CH:5][CH:6]=[C:7]([C:10]([O:12][CH3:13])=[O:11])[CH:8]=2)[CH:3]=[CH:2]1.[BH3-]C#N.[Na+]. Given the product [NH:1]1[C:9]2[C:4](=[CH:5][CH:6]=[C:7]([C:10]([O:12][CH3:13])=[O:11])[CH:8]=2)[CH2:3][CH2:2]1, predict the reactants needed to synthesize it. (2) Given the product [Cl:26][C:17]1[CH:18]=[C:19]([CH:24]=[CH:25][C:16]=1[NH:15][C:12]([C:3]1[C:2]([OH:1])=[CH:11][C:10]2[C:5](=[CH:6][CH:7]=[CH:8][CH:9]=2)[CH:4]=1)=[O:14])[C:20]([O:22][CH3:23])=[O:21], predict the reactants needed to synthesize it. The reactants are: [OH:1][C:2]1[C:3]([C:12]([OH:14])=O)=[CH:4][C:5]2[C:10]([CH:11]=1)=[CH:9][CH:8]=[CH:7][CH:6]=2.[NH2:15][C:16]1[CH:25]=[CH:24][C:19]([C:20]([O:22][CH3:23])=[O:21])=[CH:18][C:17]=1[Cl:26]. (3) Given the product [C:34]([N:41]1[CH2:42][CH:43]=[CH:44][C@H:45]1[C:2]1[CH:7]=[CH:6][CH:5]=[CH:4][CH:3]=1)([O:36][C:37]([CH3:40])([CH3:39])[CH3:38])=[O:35], predict the reactants needed to synthesize it. The reactants are: I[C:2]1[CH:7]=[CH:6][CH:5]=[CH:4][CH:3]=1.[N+](C1C=CC(C(O)=O)=CC=1)([O-])=O.CCCCCCCCCCCCCC.[C:34]([N:41]1[CH:45]=[CH:44][CH2:43][CH2:42]1)([O:36][C:37]([CH3:40])([CH3:39])[CH3:38])=[O:35]. (4) Given the product [CH2:37]([CH:44]1[CH2:49][CH2:48][N:47]([C:15]([C:12]2[S:13][CH:14]=[C:10]([C:4]3[CH:5]=[C:6]([Br:9])[C:7]([OH:8])=[C:2]([Br:1])[CH:3]=3)[N:11]=2)=[O:17])[CH2:46][CH2:45]1)[C:38]1[CH:43]=[CH:42][CH:41]=[CH:40][CH:39]=1, predict the reactants needed to synthesize it. The reactants are: [Br:1][C:2]1[CH:3]=[C:4]([C:10]2[N:11]=[C:12]([C:15]([OH:17])=O)[S:13][CH:14]=2)[CH:5]=[C:6]([Br:9])[C:7]=1[OH:8].ON1C2C=CC=CC=2N=N1.C(N(C(C)C)CC)(C)C.[CH2:37]([CH:44]1[CH2:49][CH2:48][NH:47][CH2:46][CH2:45]1)[C:38]1[CH:43]=[CH:42][CH:41]=[CH:40][CH:39]=1. (5) Given the product [C:32]([N:40]1[CH2:45][CH2:44][N:43]([C:21]([C:20]2[CH:24]=[CH:25][CH:26]=[C:18]([C:16]3[CH:15]=[N:14][C:10]4[NH:11][CH2:12][CH2:13][N:8]([CH2:7][C:6]5[CH:27]=[C:2]([Cl:1])[CH:3]=[CH:4][C:5]=5[C:28]([F:29])([F:31])[F:30])[C:9]=4[CH:17]=3)[CH:19]=2)=[O:23])[CH2:42][CH2:41]1)(=[O:39])[C:33]1[CH:38]=[CH:37][CH:36]=[CH:35][CH:34]=1, predict the reactants needed to synthesize it. The reactants are: [Cl:1][C:2]1[CH:3]=[CH:4][C:5]([C:28]([F:31])([F:30])[F:29])=[C:6]([CH:27]=1)[CH2:7][N:8]1[CH2:13][CH2:12][NH:11][C:10]2[N:14]=[CH:15][C:16]([C:18]3[CH:19]=[C:20]([CH:24]=[CH:25][CH:26]=3)[C:21]([OH:23])=O)=[CH:17][C:9]1=2.[C:32]([N:40]1[CH2:45][CH2:44][NH:43][CH2:42][CH2:41]1)(=[O:39])[C:33]1[CH:38]=[CH:37][CH:36]=[CH:35][CH:34]=1. (6) Given the product [NH2:1][C:2]1[CH:3]=[C:4]2[C:10]([C:32]3[CH:31]=[CH:30][CH:29]=[C:28]([Cl:27])[CH:33]=3)=[C:9]([S:12]([C:15]3[CH:20]=[C:19]([F:21])[CH:18]=[C:17]([C:22]#[N:23])[CH:16]=3)(=[O:14])=[O:13])[S:8][C:5]2=[N:6][CH:7]=1, predict the reactants needed to synthesize it. The reactants are: [NH2:1][C:2]1[CH:3]=[C:4]2[C:10](Br)=[C:9]([S:12]([C:15]3[CH:20]=[C:19]([F:21])[CH:18]=[C:17]([C:22]#[N:23])[CH:16]=3)(=[O:14])=[O:13])[S:8][C:5]2=[N:6][CH:7]=1.C(O)C.[Cl:27][C:28]1[CH:29]=[C:30](B(O)O)[CH:31]=[CH:32][CH:33]=1.C([O-])([O-])=O.[Na+].[Na+]. (7) Given the product [Br:1][C:2]1[CH:8]=[CH:7][C:5]([NH:6][S:10]([CH3:9])(=[O:12])=[O:11])=[CH:4][CH:3]=1, predict the reactants needed to synthesize it. The reactants are: [Br:1][C:2]1[CH:8]=[CH:7][C:5]([NH2:6])=[CH:4][CH:3]=1.[CH3:9][S:10](Cl)(=[O:12])=[O:11].